Dataset: Reaction yield outcomes from USPTO patents with 853,638 reactions. Task: Predict the reaction yield, written as a fraction of the theoretical maximum amount of product (1.0 means a 100% yield; for example, 0.34 means a 34% yield). (1) The reactants are S(Cl)(Cl)=O.C[N:6]([CH:8]=[O:9])C.[Cl:10][C:11]1[N:19]=[CH:18][C:17]([S:20](=[O:31])(=[O:30])[NH:21][C:22]2[CH:27]=[C:26]([F:28])[CH:25]=[C:24]([F:29])[CH:23]=2)=[CH:16][C:12]=1C(O)=O.[OH-].[NH4+]. The catalyst is C1(C)C=CC=CC=1. The product is [Cl:10][C:11]1[N:19]=[CH:18][C:17]([S:20](=[O:30])(=[O:31])[NH:21][C:22]2[CH:23]=[C:24]([F:29])[CH:25]=[C:26]([F:28])[CH:27]=2)=[CH:16][C:12]=1[C:8]([NH2:6])=[O:9]. The yield is 0.720. (2) The reactants are [CH3:1][C:2]1([C:7]2[CH:14]=[CH:13][C:10]([C:11]#[N:12])=[CH:9][CH:8]=2)[O:6][CH2:5][CH2:4][O:3]1.[H][H]. The catalyst is CO.N.[Ni]. The product is [CH3:1][C:2]1([C:7]2[CH:14]=[CH:13][C:10]([CH2:11][NH2:12])=[CH:9][CH:8]=2)[O:3][CH2:4][CH2:5][O:6]1. The yield is 0.960.